Predict the reactants needed to synthesize the given product. From a dataset of Full USPTO retrosynthesis dataset with 1.9M reactions from patents (1976-2016). (1) Given the product [F:3][C:4]1[CH:5]=[CH:6][C:7]([C:10]2[O:11][C:12]3[CH:23]=[C:22]([N+:24]([O-:26])=[O:25])[C:21]([O:27][CH:28]([CH3:30])[CH3:29])=[CH:20][C:13]=3[C:14]=2[C:15]([OH:17])=[O:16])=[CH:8][CH:9]=1, predict the reactants needed to synthesize it. The reactants are: [OH-].[Na+].[F:3][C:4]1[CH:9]=[CH:8][C:7]([C:10]2[O:11][C:12]3[CH:23]=[C:22]([N+:24]([O-:26])=[O:25])[C:21]([O:27][CH:28]([CH3:30])[CH3:29])=[CH:20][C:13]=3[C:14]=2[C:15]([O:17]CC)=[O:16])=[CH:6][CH:5]=1.C1COCC1. (2) Given the product [Br:1][C:2]1[CH:7]=[C:6]([N+:11]([O-:13])=[O:12])[C:5]([O:8][CH3:9])=[CH:4][C:3]=1[CH3:10], predict the reactants needed to synthesize it. The reactants are: [Br:1][C:2]1[CH:7]=[CH:6][C:5]([O:8][CH3:9])=[CH:4][C:3]=1[CH3:10].[N+:11]([O-])([OH:13])=[O:12]. (3) Given the product [Cl:18][C:19]1[CH:24]=[CH:23][C:22]([C:2]2[CH2:7][C:6]([CH3:9])([CH3:8])[CH2:5][CH2:4][C:3]=2[CH:10]=[O:11])=[CH:21][CH:20]=1, predict the reactants needed to synthesize it. The reactants are: Cl[C:2]1[CH2:7][C:6]([CH3:9])([CH3:8])[CH2:5][CH2:4][C:3]=1[CH:10]=[O:11].C([O-])([O-])=O.[K+].[K+].[Cl:18][C:19]1[CH:24]=[CH:23][C:22](B(O)O)=[CH:21][CH:20]=1.C([O-])(O)=O.[Na+].